Dataset: Forward reaction prediction with 1.9M reactions from USPTO patents (1976-2016). Task: Predict the product of the given reaction. (1) Given the reactants COC1C=CC(N2CCN(CCC3C=CC=CC=3)CC2)=CC=1C.[CH2:24]([CH:31]1[CH2:36][CH2:35][N:34]([C:37]2[CH:44]=[CH:43][C:42]([O:45]C)=[CH:41][C:38]=2[C:39]#[N:40])[CH2:33][CH2:32]1)[C:25]1[CH:30]=[CH:29][CH:28]=[CH:27][CH:26]=1, predict the reaction product. The product is: [CH2:24]([CH:31]1[CH2:32][CH2:33][N:34]([C:37]2[CH:44]=[CH:43][C:42]([OH:45])=[CH:41][C:38]=2[C:39]#[N:40])[CH2:35][CH2:36]1)[C:25]1[CH:26]=[CH:27][CH:28]=[CH:29][CH:30]=1. (2) Given the reactants [N:1](OC(C)(C)C)=O.[NH2:8][C:9]1[C:10]2[C:36]([CH3:41])([C:37]([NH:39][NH2:40])=[O:38])[C:35](=[O:42])[NH:34][C:11]=2[N:12]=[C:13]([C:15]2[C:23]3[C:18](=[CH:19][C:20]([Cl:24])=[CH:21][CH:22]=3)[N:17]([CH2:25][CH2:26][C:27]([F:33])([F:32])[C:28]([F:31])([F:30])[F:29])[N:16]=2)[N:14]=1.C(O)(C(F)(F)F)=O, predict the reaction product. The product is: [NH2:8][C:9]1[C:10]2[C:36]([CH3:41])([C:37]([N:39]=[N+:40]=[N-:1])=[O:38])[C:35](=[O:42])[NH:34][C:11]=2[N:12]=[C:13]([C:15]2[C:23]3[C:18](=[CH:19][C:20]([Cl:24])=[CH:21][CH:22]=3)[N:17]([CH2:25][CH2:26][C:27]([F:32])([F:33])[C:28]([F:30])([F:29])[F:31])[N:16]=2)[N:14]=1. (3) Given the reactants [Br:1][C:2]1[CH:7]=[CH:6][C:5]([CH2:8][C:9]([OH:11])=O)=[CH:4][C:3]=1[F:12].[CH2:13]1[C:21]2[C:16](=[CH:17][CH:18]=[CH:19][CH:20]=2)[CH2:15][NH:14]1.CN(C(ON1N=NC2C=CC=NC1=2)=[N+](C)C)C.F[P-](F)(F)(F)(F)F.CCN(C(C)C)C(C)C, predict the reaction product. The product is: [Br:1][C:2]1[CH:7]=[CH:6][C:5]([CH2:8][C:9]([N:14]2[CH2:15][C:16]3[C:21](=[CH:20][CH:19]=[CH:18][CH:17]=3)[CH2:13]2)=[O:11])=[CH:4][C:3]=1[F:12]. (4) Given the reactants [O:1]([CH2:8][C:9]1[CH:18]=[CH:17][C:12]([C:13]([O:15]C)=O)=[CH:11][N:10]=1)[C:2]1[CH:7]=[CH:6][CH:5]=[CH:4][CH:3]=1.[Li+].[OH-].CCN(C(C)C)C(C)C.CN(C(ON1N=NC2C=CC=NC1=2)=[N+](C)C)C.F[P-](F)(F)(F)(F)F.[CH3:54][C:55]([CH3:60])([CH3:59])[CH2:56][CH2:57][NH2:58], predict the reaction product. The product is: [CH3:54][C:55]([CH3:60])([CH3:59])[CH2:56][CH2:57][NH:58][C:13](=[O:15])[C:12]1[CH:17]=[CH:18][C:9]([CH2:8][O:1][C:2]2[CH:3]=[CH:4][CH:5]=[CH:6][CH:7]=2)=[N:10][CH:11]=1.